From a dataset of Forward reaction prediction with 1.9M reactions from USPTO patents (1976-2016). Predict the product of the given reaction. (1) Given the reactants FC(F)(F)S(O[C:7]1[CH:12]=[CH:11][CH:10]=[C:9]([C:13]2[CH:18]=[CH:17][CH:16]=[C:15]([C:19]([O:21][CH3:22])=[O:20])[CH:14]=2)[C:8]=1[C:23]([O:25][CH3:26])=[O:24])(=O)=O.[Li+].[Cl-].[CH2:31](N(CC)CC)[CH3:32].C([Sn](CCCC)(CCCC)C=C)CCC, predict the reaction product. The product is: [CH:31]([C:7]1[CH:12]=[CH:11][CH:10]=[C:9]([C:13]2[CH:18]=[CH:17][CH:16]=[C:15]([C:19]([O:21][CH3:22])=[O:20])[CH:14]=2)[C:8]=1[C:23]([O:25][CH3:26])=[O:24])=[CH2:32]. (2) Given the reactants FC(F)(F)C1C=C(C=C(C(F)(F)F)C=1)CN[CH2:8][C:9]1[C:10]([N:20]([CH2:23][CH:24]2[CH2:27][CH2:26][CH2:25]2)[CH2:21][CH3:22])=[N:11][C:12]2[C:17]([CH:18]=1)=[CH:16][CH:15]=[CH:14][C:13]=2[CH3:19].BrC1C=NC(Cl)=NC=1.[F-].[K+].[OH2:47], predict the reaction product. The product is: [CH:24]1([CH2:23][N:20]([CH2:21][CH3:22])[C:10]2[C:9]([CH:8]=[O:47])=[CH:18][C:17]3[C:12](=[C:13]([CH3:19])[CH:14]=[CH:15][CH:16]=3)[N:11]=2)[CH2:27][CH2:26][CH2:25]1. (3) Given the reactants [C:1]([OH:6])(=[O:5])[C:2](C)=C.[C:7]([O:12][CH2:13]C1OC1)(=O)[C:8](C)=[CH2:9].CC(C(OC1C2C3CCCC3C(C2)C1)=O)=C.C=CC1C=CC=CC=1, predict the reaction product. The product is: [CH3:9][CH:8]([O:6][C:1]([CH3:2])=[O:5])[CH2:7][O:12][CH3:13].